From a dataset of Reaction yield outcomes from USPTO patents with 853,638 reactions. Predict the reaction yield, written as a fraction of the theoretical maximum amount of product (1.0 means a 100% yield; for example, 0.34 means a 34% yield). (1) The reactants are [CH3:1][C:2]1[CH:7]=[CH:6][N:5]=[CH:4][C:3]=1[N:8]1[CH2:12][CH2:11][NH:10][C:9]1=[O:13].Br[C:15]1[S:16][C:17]([C:20]([F:23])([F:22])[F:21])=[CH:18][CH:19]=1.N[C@@H]1CCCC[C@H]1N.P([O-])([O-])([O-])=O.[K+].[K+].[K+]. The catalyst is [Cu](I)I.O1CCOCC1. The product is [CH3:1][C:2]1[CH:7]=[CH:6][N:5]=[CH:4][C:3]=1[N:8]1[CH2:12][CH2:11][N:10]([C:15]2[S:16][C:17]([C:20]([F:23])([F:22])[F:21])=[CH:18][CH:19]=2)[C:9]1=[O:13]. The yield is 0.650. (2) The reactants are [CH3:1][O:2][C:3]1[CH:12]=[C:11]2[C:6]([C:7]([NH:29][C:30]3[CH:31]=[C:32]4[C:36](=[CH:37][CH:38]=3)[N:35](C(OC(C)(C)C)=O)[N:34]=[CH:33]4)=[N:8][C:9]([C:13]3[CH:18]=[CH:17][CH:16]=[C:15]([NH:19][C:20](=[O:28])[CH2:21][N:22]4[CH2:27][CH2:26][O:25][CH2:24][CH2:23]4)[CH:14]=3)=[N:10]2)=[CH:5][C:4]=1[O:46][CH2:47][CH2:48][N:49]1[CH2:53][CH2:52][CH2:51][CH2:50]1.C(O)(C(F)(F)F)=O. The catalyst is C(Cl)Cl. The product is [NH:35]1[C:36]2[C:32](=[CH:31][C:30]([NH:29][C:7]3[C:6]4[C:11](=[CH:12][C:3]([O:2][CH3:1])=[C:4]([O:46][CH2:47][CH2:48][N:49]5[CH2:53][CH2:52][CH2:51][CH2:50]5)[CH:5]=4)[N:10]=[C:9]([C:13]4[CH:14]=[C:15]([NH:19][C:20](=[O:28])[CH2:21][N:22]5[CH2:23][CH2:24][O:25][CH2:26][CH2:27]5)[CH:16]=[CH:17][CH:18]=4)[N:8]=3)=[CH:38][CH:37]=2)[CH:33]=[N:34]1. The yield is 0.950. (3) The reactants are [OH:1][CH2:2][CH2:3][NH:4][S:5]([C:8]1[CH:13]=[CH:12][C:11](B(O)O)=[CH:10][CH:9]=1)(=[O:7])=[O:6].Br[C:18]1[CH:23]=[CH:22][C:21]([O:24][CH2:25][CH:26]2[CH2:31][CH2:30][N:29]([C:32]3[O:36][N:35]=[C:34]([CH:37]([CH3:39])[CH3:38])[N:33]=3)[CH2:28][CH2:27]2)=[CH:20][N:19]=1.C([O-])([O-])=O.[Na+].[Na+]. The catalyst is C1C=CC([P]([Pd]([P](C2C=CC=CC=2)(C2C=CC=CC=2)C2C=CC=CC=2)([P](C2C=CC=CC=2)(C2C=CC=CC=2)C2C=CC=CC=2)[P](C2C=CC=CC=2)(C2C=CC=CC=2)C2C=CC=CC=2)(C2C=CC=CC=2)C2C=CC=CC=2)=CC=1.COCCOC. The product is [OH:1][CH2:2][CH2:3][NH:4][S:5]([C:8]1[CH:13]=[CH:12][C:11]([C:18]2[CH:23]=[CH:22][C:21]([O:24][CH2:25][CH:26]3[CH2:31][CH2:30][N:29]([C:32]4[O:36][N:35]=[C:34]([CH:37]([CH3:39])[CH3:38])[N:33]=4)[CH2:28][CH2:27]3)=[CH:20][N:19]=2)=[CH:10][CH:9]=1)(=[O:7])=[O:6]. The yield is 0.150. (4) The reactants are ClC(Cl)([O:4]C(=O)OC(Cl)(Cl)Cl)Cl.[C:13]([O:16][CH2:17][CH2:18][N:19]([CH2:21]C1C=CC=CC=1)C)(=[O:15])[CH3:14].[CH2:28]([Cl:30])Cl. No catalyst specified. The product is [C:13]([O:16][CH2:17][CH2:18][N:19]([C:28]([Cl:30])=[O:4])[CH3:21])(=[O:15])[CH3:14]. The yield is 0.920. (5) The reactants are [I:1][C:2]1[C:6]([CH:7]=O)=[CH:5][N:4]([CH:9]2[CH2:14][CH2:13][CH2:12][CH2:11][O:10]2)[N:3]=1.[CH3:15][NH:16][CH2:17][CH2:18][NH:19][C:20](=[O:26])[O:21][C:22]([CH3:25])([CH3:24])[CH3:23].[BH-](OC(C)=O)(OC(C)=O)OC(C)=O.[Na+]. The catalyst is ClC(Cl)C. The product is [I:1][C:2]1[C:6]([CH2:7][N:16]([CH3:15])[CH2:17][CH2:18][NH:19][C:20](=[O:26])[O:21][C:22]([CH3:23])([CH3:24])[CH3:25])=[CH:5][N:4]([CH:9]2[CH2:14][CH2:13][CH2:12][CH2:11][O:10]2)[N:3]=1. The yield is 0.830. (6) The reactants are [NH2:1][C:2]1[CH:7]=[C:6]([C:8]2[S:9][CH:10]=[CH:11][CH:12]=2)[CH:5]=[CH:4][C:3]=1[NH:13][C:14](=[O:20])[O:15][C:16]([CH3:19])([CH3:18])[CH3:17].[CH:21]([N:24]=[C:25]=[O:26])([CH3:23])[CH3:22]. The catalyst is ClCCl.O. The product is [CH:21]([NH:24][C:25](=[O:26])[NH:1][C:2]1[CH:7]=[C:6]([C:8]2[S:9][CH:10]=[CH:11][CH:12]=2)[CH:5]=[CH:4][C:3]=1[NH:13][C:14](=[O:20])[O:15][C:16]([CH3:17])([CH3:19])[CH3:18])([CH3:23])[CH3:22]. The yield is 0.700. (7) The reactants are [NH2:1][C:2]1[CH:3]2[C:10]([C:11]3[CH:16]=[CH:15][C:14]([CH3:17])=[CH:13][CH:12]=3)=[N:9][N:8]([C:18]3[CH:19]=[C:20]([CH:24]=[CH:25][CH:26]=3)[C:21](O)=[O:22])[CH:4]2[N:5]=[CH:6][N:7]=1.[CH2:27]([O:29][P:30]([C:35]1[CH:40]=[CH:39][C:38]([CH2:41][NH2:42])=[CH:37][C:36]=1[P:43]([O:48][CH2:49][CH3:50])([O:45][CH2:46][CH3:47])=[O:44])(=[O:34])[O:31][CH2:32][CH3:33])[CH3:28].C1C=CC2N(O)N=NC=2C=1.CCN=C=NCCCN(C)C.Cl. The catalyst is CN(C=O)C. The product is [CH2:27]([O:29][P:30]([C:35]1[CH:40]=[CH:39][C:38]([CH2:41][NH:42][C:21](=[O:22])[C:20]2[CH:24]=[CH:25][CH:26]=[C:18]([N:8]3[C:4]4=[N:5][CH:6]=[N:7][C:2]([NH2:1])=[C:3]4[C:10]([C:11]4[CH:16]=[CH:15][C:14]([CH3:17])=[CH:13][CH:12]=4)=[N:9]3)[CH:19]=2)=[CH:37][C:36]=1[P:43]([O:48][CH2:49][CH3:50])([O:45][CH2:46][CH3:47])=[O:44])(=[O:34])[O:31][CH2:32][CH3:33])[CH3:28]. The yield is 0.750. (8) The reactants are [C:1]([O:5][C:6](=[O:27])[C:7]1[CH:12]=[CH:11][C:10]([O:13][CH2:14][CH2:15][CH2:16][CH2:17][CH2:18][CH2:19][CH2:20][CH2:21][CH2:22][C:23]([O:25]C)=[O:24])=[CH:9][CH:8]=1)([CH3:4])([CH3:3])[CH3:2].[OH-].[Na+].CCOC(C)=O.Cl. The catalyst is C1COCC1.O. The product is [C:1]([O:5][C:6](=[O:27])[C:7]1[CH:12]=[CH:11][C:10]([O:13][CH2:14][CH2:15][CH2:16][CH2:17][CH2:18][CH2:19][CH2:20][CH2:21][CH2:22][C:23]([OH:25])=[O:24])=[CH:9][CH:8]=1)([CH3:4])([CH3:2])[CH3:3]. The yield is 0.950. (9) The reactants are [CH2:1]1[CH:5]2[CH2:6][NH:7][CH2:8][CH:4]2[CH2:3][N:2]1[C:9]1[N:14]=[C:13]([C:15]([F:18])([F:17])[F:16])[N:12]=[C:11]([N:19]([CH3:21])[CH3:20])[CH:10]=1.[F:22][C:23]1[CH:31]=[CH:30][CH:29]=[C:28]([N:32]2[N:36]=[CH:35][CH:34]=[N:33]2)[C:24]=1[C:25](O)=[O:26].CN(C(ON1N=NC2C=CC=NC1=2)=[N+](C)C)C.F[P-](F)(F)(F)(F)F.CCN(C(C)C)C(C)C. The catalyst is CN(C=O)C.C(OCC)(=O)C. The product is [F:22][C:23]1[CH:31]=[CH:30][CH:29]=[C:28]([N:32]2[N:36]=[CH:35][CH:34]=[N:33]2)[C:24]=1[C:25]([N:7]1[CH2:6][CH:5]2[CH2:1][N:2]([C:9]3[N:14]=[C:13]([C:15]([F:18])([F:17])[F:16])[N:12]=[C:11]([N:19]([CH3:21])[CH3:20])[CH:10]=3)[CH2:3][CH:4]2[CH2:8]1)=[O:26]. The yield is 0.234. (10) The reactants are [OH:1][CH:2]1[C:11]2[N:10]=[CH:9][CH:8]=[CH:7][C:6]=2[CH2:5][CH2:4][CH2:3]1. The catalyst is C(Cl)Cl.O=[Mn]=O. The product is [N:10]1[C:11]2[C:2](=[O:1])[CH2:3][CH2:4][CH2:5][C:6]=2[CH:7]=[CH:8][CH:9]=1. The yield is 0.820.